From a dataset of Full USPTO retrosynthesis dataset with 1.9M reactions from patents (1976-2016). Predict the reactants needed to synthesize the given product. Given the product [CH3:18][C:19]1[CH:20]=[CH:21][C:22]([C:25]2[CH:30]=[CH:29][CH:28]=[CH:27][C:26]=2[C:31]([NH:1][C:2]2[CH:17]=[CH:16][C:5]([CH2:6][NH:7][C:8]([C:10]3[CH:15]=[CH:14][CH:13]=[CH:12][N:11]=3)=[O:9])=[CH:4][CH:3]=2)=[O:32])=[CH:23][CH:24]=1, predict the reactants needed to synthesize it. The reactants are: [NH2:1][C:2]1[CH:17]=[CH:16][C:5]([CH2:6][NH:7][C:8]([C:10]2[CH:15]=[CH:14][CH:13]=[CH:12][N:11]=2)=[O:9])=[CH:4][CH:3]=1.[CH3:18][C:19]1[CH:24]=[CH:23][C:22]([C:25]2[C:26]([C:31](O)=[O:32])=[CH:27][CH:28]=[CH:29][CH:30]=2)=[CH:21][CH:20]=1.ON1C2C=CC=CC=2N=N1.CN(C)CCCN=C=NCC.